This data is from Catalyst prediction with 721,799 reactions and 888 catalyst types from USPTO. The task is: Predict which catalyst facilitates the given reaction. Reactant: N[C:2]1[CH:7]=[CH:6][CH:5]=[CH:4][C:3]=1[S:8]([NH:11][C:12]1[CH:13]=[CH:14][C:15]([Cl:22])=[C:16]2[C:21]=1[N:20]=[CH:19][CH:18]=[CH:17]2)(=[O:10])=[O:9].N(OC(C)(C)C)=O.CC(O)=O. Product: [Cl:22][C:15]1[CH:14]=[C:13]2[C:12](=[C:21]3[C:16]=1[CH:17]=[CH:18][CH:19]=[N:20]3)[NH:11][S:8](=[O:10])(=[O:9])[C:3]1[C:4]2=[CH:5][CH:6]=[CH:7][CH:2]=1. The catalyst class is: 1.